Dataset: Catalyst prediction with 721,799 reactions and 888 catalyst types from USPTO. Task: Predict which catalyst facilitates the given reaction. (1) Reactant: [F:1][C:2]1[C:7]([CH:8]([OH:27])[C:9]2[C:17]3[C:12](=[N:13][CH:14]=[C:15]([B:18]4[O:22][C:21]([CH3:24])([CH3:23])[C:20]([CH3:26])([CH3:25])[O:19]4)[CH:16]=3)[NH:11][CH:10]=2)=[C:6]([F:28])[CH:5]=[CH:4][C:3]=1[NH:29][S:30]([CH2:33][CH2:34][CH3:35])(=[O:32])=[O:31].O1CCCC1.CC(OI1(OC(C)=O)(OC(C)=O)OC(=O)C2C=CC=CC1=2)=O.S([O-])([O-])(=O)=S.[Na+].[Na+]. Product: [F:1][C:2]1[C:7]([C:8]([C:9]2[C:17]3[C:12](=[N:13][CH:14]=[C:15]([B:18]4[O:19][C:20]([CH3:25])([CH3:26])[C:21]([CH3:23])([CH3:24])[O:22]4)[CH:16]=3)[NH:11][CH:10]=2)=[O:27])=[C:6]([F:28])[CH:5]=[CH:4][C:3]=1[NH:29][S:30]([CH2:33][CH2:34][CH3:35])(=[O:31])=[O:32]. The catalyst class is: 4. (2) The catalyst class is: 16. Reactant: [NH2:1][C:2]1[CH:7]=[CH:6][C:5]([OH:8])=[C:4]([F:9])[CH:3]=1.CC(C)([O-])C.[Na+].Cl[C:17]1[CH:22]=[CH:21][N:20]=[C:19]2[CH:23]=[C:24]([C:26]3[N:31]=[CH:30][C:29]([CH2:32][N:33]4[CH2:38][CH2:37][CH2:36][O:35][C:34]4=[O:39])=[CH:28][CH:27]=3)[S:25][C:18]=12.O. Product: [NH2:1][C:2]1[CH:7]=[CH:6][C:5]([O:8][C:17]2[CH:22]=[CH:21][N:20]=[C:19]3[CH:23]=[C:24]([C:26]4[N:31]=[CH:30][C:29]([CH2:32][N:33]5[CH2:38][CH2:37][CH2:36][O:35][C:34]5=[O:39])=[CH:28][CH:27]=4)[S:25][C:18]=23)=[C:4]([F:9])[CH:3]=1.